This data is from Full USPTO retrosynthesis dataset with 1.9M reactions from patents (1976-2016). The task is: Predict the reactants needed to synthesize the given product. (1) Given the product [Cl:2][C:3]1[CH:8]=[CH:7][C:6]([C:9]2([C:18]3[CH:23]=[CH:22][C:21]([Cl:24])=[CH:20][CH:19]=3)[CH2:15][CH2:16][NH:17][C:10]2=[O:11])=[CH:5][CH:4]=1, predict the reactants needed to synthesize it. The reactants are: O.[Cl:2][C:3]1[CH:8]=[CH:7][C:6]([C:9]([C:18]2[CH:23]=[CH:22][C:21]([Cl:24])=[CH:20][CH:19]=2)([CH2:15][C:16]#[N:17])[C:10](OCC)=[O:11])=[CH:5][CH:4]=1.N.CO. (2) Given the product [N:11]1[CH:16]=[CH:15][C:14]([C:17]2[C:26]3[C:21](=[CH:22][CH:23]=[C:24]([C:2]4[CH:3]=[C:4]5[NH:10][N:9]=[N:8][C:5]5=[N:6][CH:7]=4)[CH:25]=3)[N:20]=[CH:19][CH:18]=2)=[CH:13][CH:12]=1, predict the reactants needed to synthesize it. The reactants are: Br[C:2]1[CH:3]=[C:4]2[NH:10][N:9]=[N:8][C:5]2=[N:6][CH:7]=1.[N:11]1[CH:16]=[CH:15][C:14]([C:17]2[C:26]3[C:21](=[CH:22][CH:23]=[C:24]([Sn](C)(C)C)[CH:25]=3)[N:20]=[CH:19][CH:18]=2)=[CH:13][CH:12]=1. (3) Given the product [CH2:1]([N:8]([C@H:9]([CH3:12])[CH2:10][OH:11])[C:22](=[O:23])[CH:21]([Cl:20])[CH3:25])[C:2]1[CH:7]=[CH:6][CH:5]=[CH:4][CH:3]=1, predict the reactants needed to synthesize it. The reactants are: [CH2:1]([NH:8][C@H:9]([CH3:12])[CH2:10][OH:11])[C:2]1[CH:7]=[CH:6][CH:5]=[CH:4][CH:3]=1.C(N(CC)CC)C.[Cl:20][CH:21]([CH3:25])[C:22](Cl)=[O:23].